This data is from Reaction yield outcomes from USPTO patents with 853,638 reactions. The task is: Predict the reaction yield, written as a fraction of the theoretical maximum amount of product (1.0 means a 100% yield; for example, 0.34 means a 34% yield). (1) The yield is 0.960. The reactants are COC(=O)[CH:4]([C:13]1[CH:18]=[CH:17][C:16]([I:19])=[CH:15][CH:14]=1)[C:5]([CH:7]1[CH2:12][CH2:11][CH2:10][CH2:9][CH2:8]1)=[O:6].[Cl-].[Na+]. The product is [CH:7]1([C:5](=[O:6])[CH2:4][C:13]2[CH:14]=[CH:15][C:16]([I:19])=[CH:17][CH:18]=2)[CH2:12][CH2:11][CH2:10][CH2:9][CH2:8]1. The catalyst is CS(C)=O.O. (2) The catalyst is C(O)(=O)C. The reactants are [OH:1][C:2]1[C:3]([C:12]([OH:14])=[O:13])=[CH:4][C:5]2[C:10]([CH:11]=1)=[CH:9][CH:8]=[CH:7][CH:6]=2.[I:15]Cl. The yield is 0.850. The product is [I:15][C:11]1[C:10]2[C:5](=[CH:6][CH:7]=[CH:8][CH:9]=2)[CH:4]=[C:3]([C:12]([OH:14])=[O:13])[C:2]=1[OH:1]. (3) The product is [OH:6][CH:1]([CH:10]1[CH2:11][CH2:12][CH2:13][C:9]1=[O:14])[CH2:2][CH2:3][CH2:4][CH3:5]. The yield is 0.850. The reactants are [CH:1](=[O:6])[CH2:2][CH2:3][CH2:4][CH3:5].[OH-].[K+].[C:9]1(=[O:14])[CH2:13][CH2:12][CH2:11][CH2:10]1. The catalyst is [OH-].[Na+].C(=C1CCCC1=O)CCCC.O.